From a dataset of Forward reaction prediction with 1.9M reactions from USPTO patents (1976-2016). Predict the product of the given reaction. (1) Given the reactants [CH3:1][O:2][CH2:3][CH2:4][O:5][C:6]1[CH:11]=[C:10]2[C:12]([NH:16][C:17]3[CH:22]=[C:21]([C:23]#[CH:24])[CH:20]=[CH:19][CH:18]=3)=[N:13][CH:14]=[N:15][C:9]2=[CH:8][C:7]=1[O:25][CH2:26][CH2:27][O:28][CH3:29].[Cl:30]CCl.Cl, predict the reaction product. The product is: [CH3:1][O:2][CH2:3][CH2:4][O:5][C:6]1[CH:11]=[C:10]2[C:12]([NH:16][C:17]3[CH:18]=[CH:19][CH:20]=[C:21]([C:23]#[CH:24])[CH:22]=3)=[N:13][CH:14]=[N:15][C:9]2=[CH:8][C:7]=1[O:25][CH2:26][CH2:27][O:28][CH3:29].[ClH:30]. (2) Given the reactants [C:1]([N:5]1[C:9]([C:10]2[CH:15]=[CH:14][C:13]([CH:16]3[CH2:21][CH2:20][CH2:19][CH2:18][CH2:17]3)=[CH:12][CH:11]=2)=[CH:8][C:7]([CH2:22]O)=[N:6]1)([CH3:4])([CH3:3])[CH3:2].C1C=CC(P(C2C=CC=CC=2)C2C=CC=CC=2)=CC=1.C(Br)(Br)(Br)[Br:44], predict the reaction product. The product is: [C:1]([N:5]1[C:9]([C:10]2[CH:15]=[CH:14][C:13]([CH:16]3[CH2:21][CH2:20][CH2:19][CH2:18][CH2:17]3)=[CH:12][CH:11]=2)=[CH:8][C:7]([CH2:22][Br:44])=[N:6]1)([CH3:4])([CH3:3])[CH3:2]. (3) Given the reactants [N:1]1([C:5]2[N:10]=[CH:9][C:8]([NH:11][C:12]([C:14]3[N:15]([CH2:24][C:25]4[CH:30]=[CH:29][CH:28]=[C:27]([F:31])[CH:26]=4)[C:16]4[C:21]([CH:22]=3)=[CH:20][C:19](Br)=[CH:18][CH:17]=4)=[O:13])=[CH:7][CH:6]=2)[CH2:4][CH2:3][CH2:2]1.[CH3:32][SiH:33]([CH3:37])C(C)C.[O-]P(OP(OP([O-])([O-])=O)([O-])=O)(=O)[O-].[K+].[K+].[K+].[K+].[K+].CN1C[CH2:60][CH2:59][C:58]1=O, predict the reaction product. The product is: [N:1]1([C:5]2[N:10]=[CH:9][C:8]([NH:11][C:12]([C:14]3[N:15]([CH2:24][C:25]4[CH:30]=[CH:29][CH:28]=[C:27]([F:31])[CH:26]=4)[C:16]4[C:21]([C:22]=3[SiH:33]([CH3:37])[CH3:32])=[CH:20][C:19]([CH:59]([CH3:60])[CH3:58])=[CH:18][CH:17]=4)=[O:13])=[CH:7][CH:6]=2)[CH2:4][CH2:3][CH2:2]1. (4) Given the reactants [Cl:1][CH2:2][CH2:3][N:4]1[C:12]2[C:7](=[CH:8][C:9]([O:13][CH3:14])=[CH:10][CH:11]=2)[CH:6]=[C:5]1[CH:15]=O.[CH2:17]([SH:21])[CH2:18][CH2:19][SH:20].[Cl-].[Na+], predict the reaction product. The product is: [Cl:1][CH2:2][CH2:3][N:4]1[C:12]2[C:7](=[CH:8][C:9]([O:13][CH3:14])=[CH:10][CH:11]=2)[CH:6]=[C:5]1[CH:15]1[S:21][CH2:17][CH2:18][CH2:19][S:20]1. (5) Given the reactants [CH3:1][C:2]1[CH2:7][C:6]([CH3:9])([CH3:8])[C:5]([CH:10]=[O:11])=[CH:4][CH:3]=1.CC(C)=C/C=C(\C(C)=C)/C=O.C/C(/C=C/C=C(C)C)=C\C=O, predict the reaction product. The product is: [CH3:7][CH:2]([CH2:3][CH2:4][CH:5]([CH:6]([CH3:9])[CH3:8])[CH2:10][OH:11])[CH3:1]. (6) The product is: [Br:21][C:20]([Br:24])=[CH:32][CH2:31][CH:28]1[CH2:29][CH2:30][O:25][CH2:26][CH2:27]1. Given the reactants C1(P(C2C=CC=CC=2)C2C=CC=CC=2)C=CC=CC=1.[C:20]([Br:24])(Br)(Br)[Br:21].[O:25]1[CH2:30][CH2:29][CH:28]([CH2:31][CH:32]=O)[CH2:27][CH2:26]1, predict the reaction product.